Predict the product of the given reaction. From a dataset of Forward reaction prediction with 1.9M reactions from USPTO patents (1976-2016). Given the reactants [C:1]([CH2:3][C:4]([C:6]1[CH:20]=[CH:19][C:9]2[N:10]=[C:11]([NH:13][C:14]([NH:16][CH2:17][CH3:18])=[O:15])[S:12][C:8]=2[CH:7]=1)=[O:5])#[N:2].CO, predict the reaction product. The product is: [NH2:2][CH2:1][CH2:3][C:4]([C:6]1[CH:20]=[CH:19][C:9]2[N:10]=[C:11]([NH:13][C:14]([NH:16][CH2:17][CH3:18])=[O:15])[S:12][C:8]=2[CH:7]=1)=[O:5].